Task: Binary classification across 12 toxicity assays.. Dataset: Tox21: 12 toxicity assays (nuclear receptors and stress response pathways) The drug is O=C(Nc1ccc(Br)cc1)c1cc(Br)c(Br)s1. It tested positive (active) for: NR-AhR (Aryl hydrocarbon Receptor agonist activity), and SR-MMP (Mitochondrial Membrane Potential disruption).